Dataset: Reaction yield outcomes from USPTO patents with 853,638 reactions. Task: Predict the reaction yield, written as a fraction of the theoretical maximum amount of product (1.0 means a 100% yield; for example, 0.34 means a 34% yield). (1) The reactants are C([O:8][N:9]1[C:15](=[O:16])[N:14]2[CH2:17][C@H:10]1[CH2:11][CH2:12][C@H:13]2[C:18]([NH:20][NH:21][C:22](=[O:25])[CH2:23][CH3:24])=[O:19])C1C=CC=CC=1. The catalyst is CO.[Pd]. The product is [OH:8][N:9]1[C:15](=[O:16])[N:14]2[CH2:17][C@H:10]1[CH2:11][CH2:12][C@H:13]2[C:18]([NH:20][NH:21][C:22](=[O:25])[CH2:23][CH3:24])=[O:19]. The yield is 1.00. (2) The reactants are [Br:1][C:2]1[C:3]([CH3:14])=[C:4]2[C:9](=[C:10]([CH3:12])[CH:11]=1)[S:8][CH2:7][CH2:6][C:5]2=[O:13].[BH4-].[Na+].Cl. The catalyst is CO. The product is [Br:1][C:2]1[C:3]([CH3:14])=[C:4]2[C:9](=[C:10]([CH3:12])[CH:11]=1)[S:8][CH2:7][CH2:6][CH:5]2[OH:13]. The yield is 0.950. (3) The reactants are Br[C:2]1[CH:3]=[C:4]([C@:8]2([CH3:24])[CH2:13][C@@H:12]([CH2:14][OH:15])[S:11][C:10]([NH:16][C:17](=[O:23])[O:18][C:19]([CH3:22])([CH3:21])[CH3:20])=[N:9]2)[CH:5]=[CH:6][CH:7]=1.[N:25]1[CH:30]=[C:29](B(O)O)[CH:28]=[N:27][CH:26]=1.C(=O)([O-])[O-].[Cs+].[Cs+]. The catalyst is COCCOC.C(O)C.CCOC(C)=O.O.Cl[Pd](Cl)([P](C1C=CC=CC=1)(C1C=CC=CC=1)C1C=CC=CC=1)[P](C1C=CC=CC=1)(C1C=CC=CC=1)C1C=CC=CC=1. The product is [OH:15][CH2:14][C@H:12]1[S:11][C:10]([NH:16][C:17](=[O:23])[O:18][C:19]([CH3:22])([CH3:21])[CH3:20])=[N:9][C@:8]([CH3:24])([C:4]2[CH:5]=[CH:6][CH:7]=[C:2]([C:29]3[CH:30]=[N:25][CH:26]=[N:27][CH:28]=3)[CH:3]=2)[CH2:13]1. The yield is 0.290. (4) The catalyst is [Ni].O.CO. The reactants are C(OC([N:8]1[C:12]2[CH:13]=[CH:14][CH:15]=[CH:16][C:11]=2[N:10]=[C:9]1[CH2:17][N:18]([CH2:29][C:30]1[CH:35]=[CH:34][C:33]([C:36]([O:38]C)=O)=[CH:32][C:31]=1[C:40]#[N:41])[CH:19]1[C:28]2[N:27]=[CH:26][CH:25]=[CH:24][C:23]=2[CH2:22][CH2:21][CH2:20]1)=O)(C)(C)C.[NH3:42]. The product is [NH:10]1[C:11]2[CH:16]=[CH:15][CH:14]=[CH:13][C:12]=2[N:8]=[C:9]1[CH2:17][N:18]([CH2:29][C:30]1[CH:35]=[CH:34][C:33]([C:36]([NH2:42])=[O:38])=[CH:32][C:31]=1[C:40]#[N:41])[CH:19]1[C:28]2[N:27]=[CH:26][CH:25]=[CH:24][C:23]=2[CH2:22][CH2:21][CH2:20]1. The yield is 0.360. (5) The reactants are [CH3:1][O:2][C:3](=[O:27])[C:4]1[CH:9]=[CH:8][C:7]([C:10]([C:17]2[NH:25][C:20]3=[N:21][CH:22]=[CH:23][CH:24]=[C:19]3[CH:18]=2)=[CH:11][CH:12]2[CH2:16][CH2:15][CH2:14][CH2:13]2)=[C:6]([F:26])[CH:5]=1. The catalyst is [Pd].CO. The product is [CH3:1][O:2][C:3](=[O:27])[C:4]1[CH:9]=[CH:8][C:7]([CH:10]([C:17]2[NH:25][C:20]3=[N:21][CH:22]=[CH:23][CH:24]=[C:19]3[CH:18]=2)[CH2:11][CH:12]2[CH2:16][CH2:15][CH2:14][CH2:13]2)=[C:6]([F:26])[CH:5]=1. The yield is 0.870. (6) The reactants are [Cl:1][C:2]1[CH:21]=[C:20]([F:22])[CH:19]=[CH:18][C:3]=1[CH2:4][N:5]1[C:9]([CH2:10][CH2:11][CH2:12][OH:13])=[CH:8][C:7]([O:14][CH:15]([CH3:17])[CH3:16])=[N:6]1.O[C:24]1[C:29]([CH2:30][C:31]([O:33][CH3:34])=[O:32])=[CH:28][CH:27]=[CH:26][N:25]=1.C(P(CCCC)CCCC)CCC.N(C(N1CCCCC1)=O)=NC(N1CCCCC1)=O. The catalyst is O1CCCC1. The product is [Cl:1][C:2]1[CH:21]=[C:20]([F:22])[CH:19]=[CH:18][C:3]=1[CH2:4][N:5]1[C:9]([CH2:10][CH2:11][CH2:12][O:13][C:24]2[C:29]([CH2:30][C:31]([O:33][CH3:34])=[O:32])=[CH:28][CH:27]=[CH:26][N:25]=2)=[CH:8][C:7]([O:14][CH:15]([CH3:17])[CH3:16])=[N:6]1. The yield is 0.420. (7) The reactants are [CH2:1]([NH:8][C:9]1[CH:14]=[CH:13][CH:12]=[CH:11][C:10]=1[N+:15]([O-])=O)[C:2]1[CH:7]=[CH:6][CH:5]=[CH:4][CH:3]=1. The catalyst is C(O)C.O.Cl.[Fe]. The product is [CH2:1]([NH:8][C:9]1[C:10]([NH2:15])=[CH:11][CH:12]=[CH:13][CH:14]=1)[C:2]1[CH:3]=[CH:4][CH:5]=[CH:6][CH:7]=1. The yield is 0.570. (8) The reactants are [CH:1]1([CH:7]2[N:11]([C:12]3[CH:17]=[CH:16][C:15]([C:18]4C=CO[N:19]=4)=[CH:14][CH:13]=3)[C:10](=[O:23])[C:9](O)=[C:8]2[C:25](=O)[C:26]([CH3:29])([CH3:28])[CH3:27])[CH2:6][CH2:5][CH2:4][CH2:3][CH2:2]1.[C:31]([OH:34])(=O)[CH3:32].O.[NH2:36][NH2:37]. The catalyst is O. The product is [C:26]([C:25]1[C:8]2[CH:7]([CH:1]3[CH2:6][CH2:5][CH2:4][CH2:3][CH2:2]3)[N:11]([C:12]3[CH:17]=[CH:16][C:15]([C:18]4[CH:32]=[CH:31][O:34][N:19]=4)=[CH:14][CH:13]=3)[C:10](=[O:23])[C:9]=2[NH:36][N:37]=1)([CH3:29])([CH3:27])[CH3:28]. The yield is 0.710. (9) The reactants are [N:1]1[C:2]([CH2:10][NH:11][CH:12]2[C:21]3[N:20]=[CH:19][CH:18]=[CH:17][C:16]=3[CH2:15][CH2:14][CH2:13]2)=[CH:3][N:4]2[CH:9]=[CH:8][CH:7]=[CH:6][C:5]=12.O=[C:23]1[CH2:28][CH2:27][CH:26]([NH:29]C(=O)OC(C)(C)C)[CH2:25][CH2:24]1.C(O)(=O)C.C(O[BH-](OC(=O)C)OC(=O)C)(=O)C.[Na+].FC(F)(F)C(O)=O. The catalyst is ClCCCl. The product is [N:1]1[C:2]([CH2:10][N:11]([CH:12]2[C:21]3[N:20]=[CH:19][CH:18]=[CH:17][C:16]=3[CH2:15][CH2:14][CH2:13]2)[CH:23]2[CH2:28][CH2:27][CH:26]([NH2:29])[CH2:25][CH2:24]2)=[CH:3][N:4]2[CH:9]=[CH:8][CH:7]=[CH:6][C:5]=12. The yield is 0.570. (10) The reactants are C(N(CC)CC)C.[F:8][C:9]1[CH:17]=[C:16]2[C:12]([C:13]([CH:25]=[O:26])=[CH:14][N:15]2C(OC(C)(C)C)=O)=[CH:11][CH:10]=1.[CH:27](=[N:34][C:35]1[CH:36]=[C:37]([CH2:43][OH:44])[CH:38]=[C:39]([O:41][CH3:42])[CH:40]=1)[C:28]1[CH:33]=[CH:32][CH:31]=[CH:30][CH:29]=1. The catalyst is [Cl-].C([N+]1C(C)=C(CCO)SC=1)C1C=CC=CC=1.C(O)C. The product is [F:8][C:9]1[CH:17]=[C:16]2[C:12]([C:13]([C:25](=[O:26])[CH:27]([NH:34][C:35]3[CH:40]=[C:39]([O:41][CH3:42])[CH:38]=[C:37]([CH2:43][OH:44])[CH:36]=3)[C:28]3[CH:29]=[CH:30][CH:31]=[CH:32][CH:33]=3)=[CH:14][NH:15]2)=[CH:11][CH:10]=1. The yield is 0.0800.